This data is from Full USPTO retrosynthesis dataset with 1.9M reactions from patents (1976-2016). The task is: Predict the reactants needed to synthesize the given product. (1) Given the product [Cl:1][C:2]1[CH:11]=[C:10]([O:12][Si:27]([CH:34]([CH3:36])[CH3:35])([CH:31]([CH3:33])[CH3:32])[CH:28]([CH3:30])[CH3:29])[CH:9]=[CH:8][C:3]=1[CH2:4][OH:6], predict the reactants needed to synthesize it. The reactants are: [Cl:1][C:2]1[CH:11]=[C:10]([OH:12])[CH:9]=[CH:8][C:3]=1[C:4]([O:6]C)=O.N1C(C)=CC=CC=1C.FC(F)(F)S(O[Si:27]([CH:34]([CH3:36])[CH3:35])([CH:31]([CH3:33])[CH3:32])[CH:28]([CH3:30])[CH3:29])(=O)=O.C([O-])(O)=O.[Na+]. (2) Given the product [CH3:1][O:2][C:3]1[C:10]([O:11][CH2:12][CH2:13][CH2:14][O:15][CH3:16])=[CH:9][C:6]([C:7]([OH:22])=[O:8])=[C:5]([CH3:17])[CH:4]=1, predict the reactants needed to synthesize it. The reactants are: [CH3:1][O:2][C:3]1[C:10]([O:11][CH2:12][CH2:13][CH2:14][O:15][CH3:16])=[CH:9][C:6]([CH:7]=[O:8])=[C:5]([CH3:17])[CH:4]=1.C([OH:22])(C)(C)C.C(Cl)Cl.CC(=CC)C.[O-]Cl=O.[Na+]. (3) The reactants are: [CH3:1][N:2]1[CH2:11][CH2:10][C:9]2[C:4](=[CH:5][CH:6]=[C:7]([NH2:12])[CH:8]=2)[CH2:3]1.Cl[C:14]1[N:19]=[C:18]2[N:20]([CH3:34])[C:21](=[O:33])[N:22]([C:25]3[C:30]([Cl:31])=[CH:29][CH:28]=[CH:27][C:26]=3[Cl:32])[C:23](=[NH:24])[C:17]2=[CH:16][N:15]=1.ClC1N=C2NC(=O)N(C3C(Cl)=CC=CC=3Cl)C(=N)C2=CN=1. Given the product [Cl:31][C:30]1[CH:29]=[CH:28][CH:27]=[C:26]([Cl:32])[C:25]=1[N:22]1[C:23](=[NH:24])[C:17]2[C:18](=[N:19][C:14]([NH:12][C:7]3[CH:8]=[C:9]4[C:4](=[CH:5][CH:6]=3)[CH2:3][N:2]([CH3:1])[CH2:11][CH2:10]4)=[N:15][CH:16]=2)[N:20]([CH3:34])[C:21]1=[O:33], predict the reactants needed to synthesize it. (4) Given the product [CH3:7][O:8][C:9]1[CH:17]=[CH:16][C:12]([C:13]2[O:14][C:2]([CH3:6])=[C:3]([CH3:4])[N:15]=2)=[CH:11][CH:10]=1, predict the reactants needed to synthesize it. The reactants are: Cl[CH:2]([CH3:6])[C:3](=O)[CH3:4].[CH3:7][O:8][C:9]1[CH:17]=[CH:16][C:12]([C:13]([NH2:15])=[O:14])=[CH:11][CH:10]=1. (5) The reactants are: C(N1C2C(=CC=CC=2)C(O)(CC(=O)C2C=CC=CN=2)C1=O)CCC.[CH3:25][C:26]1[CH:27]=[C:28]2[C:32](=[CH:33][CH:34]=1)[N:31]([CH2:35][CH2:36][CH3:37])[C:30](=[O:38])[C:29]2=[O:39].[CH3:40][O:41][C:42]1[C:47]([C:48](=[O:50])[CH3:49])=[CH:46][CH:45]=[C:44]([O:51][CH3:52])[N:43]=1. Given the product [CH3:40][O:41][C:42]1[C:47]([C:48](=[O:50])[CH2:49][C:29]2([OH:39])[C:28]3[C:32](=[CH:33][CH:34]=[C:26]([CH3:25])[CH:27]=3)[N:31]([CH2:35][CH2:36][CH3:37])[C:30]2=[O:38])=[CH:46][CH:45]=[C:44]([O:51][CH3:52])[N:43]=1, predict the reactants needed to synthesize it. (6) Given the product [CH2:63]([C@H:43]([NH:42][C:7]([C@@H:6]([NH:5][C:3](=[O:4])[O:2][CH3:1])[C:10]([CH3:13])([CH3:12])[CH3:11])=[O:9])[C@@H:44]([OH:62])[CH2:45][C@@H:46]([NH:54][C:55]([O:56][C:57]([CH3:58])([CH3:59])[CH3:60])=[O:61])[CH2:47][C:48]1[CH:49]=[CH:50][CH:51]=[CH:52][CH:53]=1)[C:64]1[CH:65]=[CH:66][CH:67]=[CH:68][CH:69]=1, predict the reactants needed to synthesize it. The reactants are: [CH3:1][O:2][C:3]([NH:5][C@@H:6]([C:10]([CH3:13])([CH3:12])[CH3:11])[C:7]([OH:9])=O)=[O:4].CCN=C=NCCCN(C)C.C1C=CC2N(O)N=NC=2C=1.CN1CCOCC1.[NH2:42][C@@H:43]([CH2:63][C:64]1[CH:69]=[CH:68][CH:67]=[CH:66][CH:65]=1)[C@@H:44]([OH:62])[CH2:45][C@@H:46]([NH:54][C:55](=[O:61])[O:56][C:57]([CH3:60])([CH3:59])[CH3:58])[CH2:47][C:48]1[CH:53]=[CH:52][CH:51]=[CH:50][CH:49]=1.